This data is from NCI-60 drug combinations with 297,098 pairs across 59 cell lines. The task is: Regression. Given two drug SMILES strings and cell line genomic features, predict the synergy score measuring deviation from expected non-interaction effect. Drug 1: CN(CC1=CN=C2C(=N1)C(=NC(=N2)N)N)C3=CC=C(C=C3)C(=O)NC(CCC(=O)O)C(=O)O. Drug 2: CC(C)CN1C=NC2=C1C3=CC=CC=C3N=C2N. Cell line: LOX IMVI. Synergy scores: CSS=41.9, Synergy_ZIP=1.58, Synergy_Bliss=-2.50, Synergy_Loewe=-22.0, Synergy_HSA=-3.23.